From a dataset of Forward reaction prediction with 1.9M reactions from USPTO patents (1976-2016). Predict the product of the given reaction. (1) Given the reactants [O:1]1[C:5]2[CH:6]=[CH:7][C:8]([OH:10])=[CH:9][C:4]=2[O:3][CH2:2]1.C([Mg]Cl)(C)C.[CH:16]1([CH2:19][CH2:20][N:21]2[C:29]3[C:24](=[CH:25][CH:26]=[CH:27][CH:28]=3)[C:23](=[O:30])[C:22]2=[O:31])[CH2:18][CH2:17]1, predict the reaction product. The product is: [CH:16]1([CH2:19][CH2:20][N:21]2[C:29]3[C:24](=[CH:25][CH:26]=[CH:27][CH:28]=3)[C:23]([OH:30])([C:7]3[C:8]([OH:10])=[CH:9][C:4]4[O:3][CH2:2][O:1][C:5]=4[CH:6]=3)[C:22]2=[O:31])[CH2:18][CH2:17]1. (2) Given the reactants COC(C1C=C(O)C2C(=C(OC)C=C(Br)C=2)N=1)=O.C[O:20][C:21]([C:23]1[CH:32]=[C:31]([OH:33])[C:30]2[C:25](=[C:26]([O:43]C)[CH:27]=[C:28]([CH2:34][NH:35][CH2:36][C:37]3[CH:42]=[CH:41][CH:40]=[CH:39][CH:38]=3)[CH:29]=2)[N:24]=1)=[O:22], predict the reaction product. The product is: [OH:33][C:31]1[C:30]2[C:25](=[C:26]([OH:43])[CH:27]=[C:28]([CH2:34][NH:35][CH2:36][C:37]3[CH:42]=[CH:41][CH:40]=[CH:39][CH:38]=3)[CH:29]=2)[N:24]=[C:23]([C:21]([OH:22])=[O:20])[CH:32]=1. (3) Given the reactants [CH3:1][C:2]1[CH:3]=[N:4][CH:5]=[C:6]([CH:9]=1)[CH:7]=O.[CH3:10][O:11][C:12]1[CH:13]=[C:14]([CH:16]=[CH:17][CH:18]=1)[NH2:15], predict the reaction product. The product is: [CH3:10][O:11][C:12]1[CH:13]=[C:14]([CH:16]=[CH:17][CH:18]=1)[N:15]=[CH:7][C:6]1[CH:5]=[N:4][CH:3]=[C:2]([CH3:1])[CH:9]=1. (4) The product is: [CH2:10]([O:17][C:7]1[C:2]([Br:1])=[CH:3][CH:4]=[C:5]([CH3:8])[N:6]=1)[C:11]1[CH:16]=[CH:15][CH:14]=[CH:13][CH:12]=1. Given the reactants [Br:1][C:2]1[CH:3]=[CH:4][C:5](Cl)([CH3:8])[NH:6][CH:7]=1.[CH2:10]([OH:17])[C:11]1[CH:16]=[CH:15][CH:14]=[CH:13][CH:12]=1.[OH-].[K+], predict the reaction product. (5) Given the reactants [CH3:1][N:2]1[CH2:8][CH2:7][CH:6]([OH:9])[C:5]2[CH:10]=[CH:11][O:12][C:4]=2[CH2:3]1.[Br:13][C:14]1[CH:15]=[C:16](F)[CH:17]=[CH:18][C:19]=1[Br:20], predict the reaction product. The product is: [Br:13][C:14]1[CH:15]=[C:16]([O:9][CH:6]2[CH2:7][CH2:8][N:2]([CH3:1])[CH2:3][C:4]3[O:12][CH:11]=[CH:10][C:5]2=3)[CH:17]=[CH:18][C:19]=1[Br:20].